Dataset: Reaction yield outcomes from USPTO patents with 853,638 reactions. Task: Predict the reaction yield, written as a fraction of the theoretical maximum amount of product (1.0 means a 100% yield; for example, 0.34 means a 34% yield). (1) The reactants are I.[F:2][CH:3]([F:22])[C:4]1[N:5]=[CH:6][N:7]([C:9]2[CH:14]=[CH:13][C:12]([NH:15][C:16](SC)=[NH:17])=[CH:11][C:10]=2[O:20][CH3:21])[CH:8]=1.[Cl:23][CH2:24][CH2:25][CH2:26][CH2:27][CH:28]([C:32]1[CH:37]=[CH:36][C:35]([F:38])=[CH:34][CH:33]=1)[C:29](O)=O.[NH2:39][NH2:40]. No catalyst specified. The product is [Cl:23][CH2:24][CH2:25][CH2:26][CH2:27][CH:28]([C:29]1[NH:40][N:39]=[C:16]([NH:15][C:12]2[CH:13]=[CH:14][C:9]([N:7]3[CH:8]=[C:4]([CH:3]([F:22])[F:2])[N:5]=[CH:6]3)=[C:10]([O:20][CH3:21])[CH:11]=2)[N:17]=1)[C:32]1[CH:37]=[CH:36][C:35]([F:38])=[CH:34][CH:33]=1. The yield is 1.00. (2) The reactants are CO[C:3](=[O:21])[C:4]1[CH:9]=[C:8]([C:10]2[CH:15]=[N:14][CH:13]=[CH:12][N:11]=2)[C:7]([C:16]([F:19])([F:18])[F:17])=[CH:6][C:5]=1[NH2:20].ClC([O:25][C:26]1C=CC(Cl)=CC=1)=O.[CH3:33][S:34]([NH:37][NH2:38])(=[O:36])=[O:35].CCN(C(C)C)C(C)C. The catalyst is O1CCOCC1. The product is [O:25]=[C:26]1[N:38]([NH:37][S:34]([CH3:33])(=[O:36])=[O:35])[C:3](=[O:21])[C:4]2[C:5](=[CH:6][C:7]([C:16]([F:17])([F:18])[F:19])=[C:8]([C:10]3[CH:15]=[N:14][CH:13]=[CH:12][N:11]=3)[CH:9]=2)[NH:20]1. The yield is 0.760. (3) The reactants are C(Cl)(=O)C(Cl)=O.CS(C)=O.[I:11][C:12]1[C:16]([CH2:17][OH:18])=[CH:15][N:14]([CH:19]2[CH2:24][CH2:23][CH2:22][CH2:21][O:20]2)[N:13]=1.C(N(CC)CC)C. The catalyst is ClCCl. The product is [I:11][C:12]1[C:16]([CH:17]=[O:18])=[CH:15][N:14]([CH:19]2[CH2:24][CH2:23][CH2:22][CH2:21][O:20]2)[N:13]=1. The yield is 0.900. (4) The reactants are [C:1]([O:5][C:6](=[O:11])[NH:7][CH2:8][CH2:9][NH2:10])([CH3:4])([CH3:3])[CH3:2].[S:12](Cl)([C:15]1[C:27]2[CH:26]=[CH:25][CH:24]=[C:20]([N:21]([CH3:23])[CH3:22])[C:19]=2[CH:18]=[CH:17][CH:16]=1)(=[O:14])=[O:13].C(#N)C.C([O-])(O)=O.[Na+]. The product is [CH3:22][N:21]([CH3:23])[C:20]1[C:19]2[CH:18]=[CH:17][CH:16]=[C:15]([S:12]([NH:10][CH2:9][CH2:8][NH:7][C:6](=[O:11])[O:5][C:1]([CH3:4])([CH3:2])[CH3:3])(=[O:14])=[O:13])[C:27]=2[CH:26]=[CH:25][CH:24]=1. The yield is 0.849. The catalyst is C(OCC)(=O)C. (5) The reactants are [CH2:1]([N:5]1[C:14]2[C:9](=[N:10][CH:11]=[C:12]([CH2:15][C:16]3[CH:21]=[CH:20][C:19]([F:22])=[CH:18][CH:17]=3)[CH:13]=2)[C:8]([OH:23])=[C:7]([C:24](OCC)=[O:25])[C:6]1=[O:29])[CH2:2][CH2:3][CH3:4].[NH2:30][CH2:31][CH2:32][CH2:33][N:34]1[CH2:38][CH2:37][CH2:36][C:35]1=[O:39]. No catalyst specified. The product is [CH2:1]([N:5]1[C:14]2[C:9](=[N:10][CH:11]=[C:12]([CH2:15][C:16]3[CH:21]=[CH:20][C:19]([F:22])=[CH:18][CH:17]=3)[CH:13]=2)[C:8]([OH:23])=[C:7]([C:24]([NH:30][CH2:31][CH2:32][CH2:33][N:34]2[CH2:38][CH2:37][CH2:36][C:35]2=[O:39])=[O:25])[C:6]1=[O:29])[CH2:2][CH2:3][CH3:4]. The yield is 0.400.